From a dataset of Forward reaction prediction with 1.9M reactions from USPTO patents (1976-2016). Predict the product of the given reaction. (1) Given the reactants [OH:1][C:2]([C:4]([F:7])([F:6])[F:5])=[O:3].[CH:8]1([NH:12][C:13]2[N:18]=[C:17]3[CH2:19][NH:20][CH2:21][CH2:22][C:16]3=[N:15][C:14]=2[N:23]2[CH2:28][CH2:27][CH:26]([O:29][C:30]3[CH:35]=[CH:34][C:33]([O:36][CH3:37])=[CH:32][C:31]=3[F:38])[CH2:25][CH2:24]2)[CH2:11][CH2:10][CH2:9]1.C(OC(=O)C)(=O)C.N1C=CC=CC=1, predict the reaction product. The product is: [CH:8]1([NH:12][C:13]2[N:18]=[C:17]3[CH2:19][N:20]([C:2](=[O:1])[CH3:4])[CH2:21][CH2:22][C:16]3=[N:15][C:14]=2[N:23]2[CH2:28][CH2:27][CH:26]([O:29][C:30]3[CH:35]=[CH:34][C:33]([O:36][CH3:37])=[CH:32][C:31]=3[F:38])[CH2:25][CH2:24]2)[CH2:9][CH2:10][CH2:11]1.[C:2]([OH:3])([C:4]([F:7])([F:6])[F:5])=[O:1]. (2) The product is: [CH:1]1([C:4]([C:18]2[CH:19]=[CH:20][C:14]3[O:13][C:12]([CH3:11])([CH3:21])[S:16][C:15]=3[CH:17]=2)=[O:5])[CH2:3][CH2:2]1. Given the reactants [CH:1]1([C:4](Cl)=[O:5])[CH2:3][CH2:2]1.[Al+3].[Cl-].[Cl-].[Cl-].[CH3:11][C:12]1([CH3:21])[S:16][C:15]2[CH:17]=[CH:18][CH:19]=[CH:20][C:14]=2[O:13]1.[OH-].[Na+], predict the reaction product. (3) Given the reactants Br[C:2]1[CH:3]=[C:4]([CH:18]=[C:19]([O:21][CH2:22][C@H:23]2[CH2:27][CH2:26][CH2:25][O:24]2)[CH:20]=1)[CH2:5][O:6][C:7]1[CH:12]=[CH:11][CH:10]=[CH:9][C:8]=1[CH2:13][C:14]([O:16][CH3:17])=[O:15].[CH3:28][C:29]1([CH3:45])[C:33]([CH3:35])([CH3:34])[O:32][B:31]([B:31]2[O:32][C:33]([CH3:35])([CH3:34])[C:29]([CH3:45])([CH3:28])[O:30]2)[O:30]1.C([O-])(=O)C.[K+].C(Cl)Cl, predict the reaction product. The product is: [O:24]1[CH2:25][CH2:26][CH2:27][C@@H:23]1[CH2:22][O:21][C:19]1[CH:18]=[C:4]([CH:3]=[C:2]([B:31]2[O:32][C:33]([CH3:35])([CH3:34])[C:29]([CH3:45])([CH3:28])[O:30]2)[CH:20]=1)[CH2:5][O:6][C:7]1[CH:12]=[CH:11][CH:10]=[CH:9][C:8]=1[CH2:13][C:14]([O:16][CH3:17])=[O:15]. (4) Given the reactants [C:1]([C:4]1[CH:9]=[CH:8][CH:7]=[CH:6][CH:5]=1)(=O)[CH3:2].[C:10]([CH2:12][C:13]([O:15][CH2:16][CH3:17])=[O:14])#[N:11].C([O-])(=O)C.[NH4+].C(O)(=O)C, predict the reaction product. The product is: [CH2:16]([O:15][C:13](=[O:14])[C:12]([C:10]#[N:11])=[C:1]([C:4]1[CH:9]=[CH:8][CH:7]=[CH:6][CH:5]=1)[CH3:2])[CH3:17]. (5) Given the reactants [NH2:1][C:2]1[CH:3]=[C:4]([CH:20]=[CH:21][CH:22]=1)[O:5][C:6]1[CH:7]=[CH:8][C:9]([NH:12][C:13]([N:15]2[CH2:19][CH2:18][CH2:17][CH2:16]2)=[O:14])=[N:10][CH:11]=1.O=C(Cl)[O:25][C:26](Cl)(Cl)Cl.[C:31]1([N:37]2[CH2:41][CH2:40][NH:39][C:38]2=[S:42])[CH:36]=[CH:35][CH:34]=[CH:33][CH:32]=1.[H-].[Na+], predict the reaction product. The product is: [C:31]1([N:37]2[CH2:41][CH2:40][N:39]([C:26]([NH:1][C:2]3[CH:22]=[CH:21][CH:20]=[C:4]([O:5][C:6]4[CH:11]=[N:10][C:9]([NH:12][C:13]([N:15]5[CH2:16][CH2:17][CH2:18][CH2:19]5)=[O:14])=[CH:8][CH:7]=4)[CH:3]=3)=[O:25])[C:38]2=[S:42])[CH:32]=[CH:33][CH:34]=[CH:35][CH:36]=1. (6) Given the reactants C1(P(C2C=CC=CC=2)C2C=CC=CC=2)C=CC=CC=1.CC(OC(/N=N/C(OC(C)C)=O)=O)C.[CH2:34]([O:41][C:42](=[O:72])[C@@H:43]([NH:53][C:54]([C:56]1([CH:69](O)[CH3:70])[CH2:60][CH2:59][CH:58]([CH3:61])[N:57]1[C:62]([O:64][C:65]([CH3:68])([CH3:67])[CH3:66])=[O:63])=[O:55])[CH2:44][O:45][CH2:46][C:47]1[CH:52]=[CH:51][CH:50]=[CH:49][CH:48]=1)[C:35]1[CH:40]=[CH:39][CH:38]=[CH:37][CH:36]=1, predict the reaction product. The product is: [CH2:34]([O:41][C:42](=[O:72])[C@@H:43]([N:53]1[C:54](=[O:55])[C:56]2([CH2:60][CH2:59][CH:58]([CH3:61])[N:57]2[C:62]([O:64][C:65]([CH3:68])([CH3:66])[CH3:67])=[O:63])[CH:69]1[CH3:70])[CH2:44][O:45][CH2:46][C:47]1[CH:52]=[CH:51][CH:50]=[CH:49][CH:48]=1)[C:35]1[CH:36]=[CH:37][CH:38]=[CH:39][CH:40]=1. (7) Given the reactants [F:1][C:2]([F:15])([F:14])[S:3]([O:6]S(C(F)(F)F)(=O)=O)(=[O:5])=[O:4].O[C:17]1[C:18]([CH2:26][CH:27]([CH3:29])[CH3:28])=[C:19]([CH:23]=[CH:24][CH:25]=1)C(N)=O.[N:30]1C=CC=C[CH:31]=1, predict the reaction product. The product is: [F:1][C:2]([F:15])([F:14])[S:3]([O:6][C:24]1[CH:25]=[CH:17][C:18]([CH2:26][CH:27]([CH3:28])[CH3:29])=[CH:19][C:23]=1[C:31]#[N:30])(=[O:5])=[O:4]. (8) The product is: [ClH:30].[ClH:30].[CH3:29][O:28][C:24]1[CH:23]=[C:22]([C:3]2([C:1]#[N:2])[CH2:4][CH2:5][N:6]([CH:9]3[CH2:14][CH2:13][NH:12][CH2:11][CH2:10]3)[CH2:7][CH2:8]2)[CH:27]=[CH:26][CH:25]=1. Given the reactants [C:1]([C:3]1([C:22]2[CH:27]=[CH:26][CH:25]=[C:24]([O:28][CH3:29])[CH:23]=2)[CH2:8][CH2:7][N:6]([CH:9]2[CH2:14][CH2:13][N:12](C(OC(C)(C)C)=O)[CH2:11][CH2:10]2)[CH2:5][CH2:4]1)#[N:2].[ClH:30].O1CCOCC1, predict the reaction product. (9) Given the reactants [CH2:1]([O:3][P:4]([CH:9]=[CH:10][CH:11]1[O:20][CH:14]2[O:15]C(C)(C)[O:17][CH:13]2[CH2:12]1)(=[O:8])[O:5][CH2:6][CH3:7])[CH3:2].Cl.CC(C)=O.C([O-])(O)=O.[Na+], predict the reaction product. The product is: [CH2:1]([O:3][P:4]([CH:9]=[CH:10][CH:11]1[CH2:12][CH:13]([OH:17])[CH:14]([OH:15])[O:20]1)(=[O:8])[O:5][CH2:6][CH3:7])[CH3:2].